This data is from Full USPTO retrosynthesis dataset with 1.9M reactions from patents (1976-2016). The task is: Predict the reactants needed to synthesize the given product. (1) Given the product [CH3:16][S:17]([O:15][CH2:14][CH2:13][C:3]1[N:4]=[C:5]([C:7]2[CH:12]=[CH:11][CH:10]=[CH:9][CH:8]=2)[O:6][C:2]=1[CH3:1])(=[O:19])=[O:18], predict the reactants needed to synthesize it. The reactants are: [CH3:1][C:2]1[O:6][C:5]([C:7]2[CH:12]=[CH:11][CH:10]=[CH:9][CH:8]=2)=[N:4][C:3]=1[CH2:13][CH2:14][OH:15].[CH3:16][S:17](Cl)(=[O:19])=[O:18].C(N(CC)CC)C.Cl. (2) The reactants are: [CH2:1]([O:8][C:9]1[CH:38]=[CH:37][C:12]([O:13][C:14]2[CH:22]=[CH:21][C:17]([C:18](Cl)=[O:19])=[CH:16][C:15]=2[NH:23][C:24]2[C:25]3[CH:33]=[CH:32][C:31]([CH:34]([CH3:36])[CH3:35])=[N:30][C:26]=3[N:27]=[CH:28][N:29]=2)=[CH:11][CH:10]=1)[C:2]1[CH:7]=[CH:6][CH:5]=[CH:4][CH:3]=1.[N:39]1[CH:44]=[CH:43][CH:42]=[C:41]([NH2:45])[CH:40]=1. Given the product [CH2:1]([O:8][C:9]1[CH:38]=[CH:37][C:12]([O:13][C:14]2[CH:22]=[CH:21][C:17]([C:18]([NH:45][C:41]3[CH:40]=[N:39][CH:44]=[CH:43][CH:42]=3)=[O:19])=[CH:16][C:15]=2[NH:23][C:24]2[C:25]3[CH:33]=[CH:32][C:31]([CH:34]([CH3:36])[CH3:35])=[N:30][C:26]=3[N:27]=[CH:28][N:29]=2)=[CH:11][CH:10]=1)[C:2]1[CH:7]=[CH:6][CH:5]=[CH:4][CH:3]=1, predict the reactants needed to synthesize it. (3) Given the product [C:8]1(=[O:13])[N:1]([CH2:2][CH2:3][CH2:4][CH2:5][CH2:6][OH:7])[C:11](=[O:12])[C:10]2=[CH:14][CH:15]=[CH:16][CH:17]=[C:9]12, predict the reactants needed to synthesize it. The reactants are: [NH2:1][CH2:2][CH2:3][CH2:4][CH2:5][CH2:6][OH:7].[C:8]1(=O)[O:13][C:11](=[O:12])[C:10]2=[CH:14][CH:15]=[CH:16][CH:17]=[C:9]12. (4) Given the product [C:3]([O:7][C:8]([N:10]1[CH2:14][CH2:13][C@H:12]([O:15][C:19]2[N:20]=[C:21]([Cl:23])[CH:22]=[C:17]([Cl:16])[N:18]=2)[CH2:11]1)=[O:9])([CH3:6])([CH3:4])[CH3:5], predict the reactants needed to synthesize it. The reactants are: [H-].[Na+].[C:3]([O:7][C:8]([N:10]1[CH2:14][CH2:13][C@H:12]([OH:15])[CH2:11]1)=[O:9])([CH3:6])([CH3:5])[CH3:4].[Cl:16][C:17]1[CH:22]=[C:21]([Cl:23])[N:20]=[C:19](S(C)(=O)=O)[N:18]=1.[NH4+].[Cl-]. (5) The reactants are: [CH:1]([C:4]1[CH:9]=[CH:8][CH:7]=[CH:6][C:5]=1[NH:10][C:11]([NH:13]/[N:14]=[CH:15]/[C:16]1[CH:21]=[CH:20][C:19]([C:22]2[N:26]=[CH:25][N:24]([C:27]3[CH:32]=[CH:31][C:30]([O:33][C:34]([F:37])([F:36])[F:35])=[CH:29][CH:28]=3)[N:23]=2)=[CH:18][CH:17]=1)=[S:12])([CH3:3])[CH3:2].C(=O)([O-])[O-].[K+].[K+].Br[CH2:45][CH:46](Br)[CH3:47]. Given the product [CH:1]([C:4]1[CH:9]=[CH:8][CH:7]=[CH:6][C:5]=1[N:10]1[CH:46]([CH3:47])[CH2:45][S:12]/[C:11]/1=[N:13]/[N:14]=[CH:15]\[C:16]1[CH:17]=[CH:18][C:19]([C:22]2[N:26]=[CH:25][N:24]([C:27]3[CH:28]=[CH:29][C:30]([O:33][C:34]([F:37])([F:35])[F:36])=[CH:31][CH:32]=3)[N:23]=2)=[CH:20][CH:21]=1)([CH3:3])[CH3:2], predict the reactants needed to synthesize it. (6) Given the product [NH2:9][C:3]1[N:4]=[CH:5][N:6]=[C:7]([NH:10][CH2:11][CH:12]2[CH2:13][CH:14]([NH:16][C:17](=[O:23])[CH:40]=[CH2:41])[CH2:15]2)[C:2]=1[C:28]1[CH:29]=[CH:30][C:25]([O:24][C:31]2[CH:36]=[CH:35][CH:34]=[CH:33][CH:32]=2)=[CH:26][CH:27]=1, predict the reactants needed to synthesize it. The reactants are: Cl[C:2]1[C:3]([NH2:9])=[N:4][CH:5]=[N:6][C:7]=1Cl.[NH2:10][CH2:11][CH:12]1[CH2:15][CH:14]([NH:16][C:17](=[O:23])OC(C)(C)C)[CH2:13]1.[O:24]([C:31]1[CH:36]=[CH:35][C:34](B(O)O)=[CH:33][CH:32]=1)[C:25]1[CH:30]=[CH:29][CH:28]=[CH:27][CH:26]=1.[C:40](Cl)(=O)[CH:41]=C. (7) Given the product [Cl:13][C:14]1[CH:15]=[C:16]([NH:20][C:21]2[CH:22]=[C:23]([C:29]([CH3:31])([OH:28])[CH3:30])[C:24]([C:27]([NH:1][CH2:2][CH:3]3[CH2:8][CH2:7][O:6][CH2:5][CH2:4]3)=[O:32])=[CH:25][N:26]=2)[CH:17]=[CH:18][CH:19]=1, predict the reactants needed to synthesize it. The reactants are: [NH2:1][CH2:2][CH:3]1[CH2:8][CH2:7][O:6][CH2:5][CH2:4]1.C[Al](C)C.[Cl:13][C:14]1[CH:15]=[C:16]([NH:20][C:21]2[N:26]=[CH:25][C:24]3[C:27](=[O:32])[O:28][C:29]([CH3:31])([CH3:30])[C:23]=3[CH:22]=2)[CH:17]=[CH:18][CH:19]=1.